Task: Regression. Given two drug SMILES strings and cell line genomic features, predict the synergy score measuring deviation from expected non-interaction effect.. Dataset: NCI-60 drug combinations with 297,098 pairs across 59 cell lines (1) Drug 1: CC12CCC(CC1=CCC3C2CCC4(C3CC=C4C5=CN=CC=C5)C)O. Drug 2: CCC1(CC2CC(C3=C(CCN(C2)C1)C4=CC=CC=C4N3)(C5=C(C=C6C(=C5)C78CCN9C7C(C=CC9)(C(C(C8N6C=O)(C(=O)OC)O)OC(=O)C)CC)OC)C(=O)OC)O.OS(=O)(=O)O. Cell line: OVCAR3. Synergy scores: CSS=56.8, Synergy_ZIP=18.6, Synergy_Bliss=18.4, Synergy_Loewe=-2.79, Synergy_HSA=18.9. (2) Drug 1: CCCCC(=O)OCC(=O)C1(CC(C2=C(C1)C(=C3C(=C2O)C(=O)C4=C(C3=O)C=CC=C4OC)O)OC5CC(C(C(O5)C)O)NC(=O)C(F)(F)F)O. Drug 2: CC12CCC3C(C1CCC2OP(=O)(O)O)CCC4=C3C=CC(=C4)OC(=O)N(CCCl)CCCl.[Na+]. Cell line: 786-0. Synergy scores: CSS=15.8, Synergy_ZIP=-0.321, Synergy_Bliss=0.295, Synergy_Loewe=-24.5, Synergy_HSA=-0.00608. (3) Drug 1: C1CCN(CC1)CCOC2=CC=C(C=C2)C(=O)C3=C(SC4=C3C=CC(=C4)O)C5=CC=C(C=C5)O. Drug 2: C1=C(C(=O)NC(=O)N1)N(CCCl)CCCl. Cell line: IGROV1. Synergy scores: CSS=20.9, Synergy_ZIP=-0.234, Synergy_Bliss=-1.84, Synergy_Loewe=-3.53, Synergy_HSA=-2.39. (4) Drug 1: C1CC(=O)NC(=O)C1N2C(=O)C3=CC=CC=C3C2=O. Drug 2: C1CCC(C(C1)N)N.C(=O)(C(=O)[O-])[O-].[Pt+4]. Cell line: A498. Synergy scores: CSS=2.08, Synergy_ZIP=-8.00, Synergy_Bliss=-13.2, Synergy_Loewe=-24.6, Synergy_HSA=-17.7. (5) Cell line: NCIH23. Drug 1: C1CC(C1)(C(=O)O)C(=O)O.[NH2-].[NH2-].[Pt+2]. Drug 2: CC1=C(C=C(C=C1)NC(=O)C2=CC=C(C=C2)CN3CCN(CC3)C)NC4=NC=CC(=N4)C5=CN=CC=C5. Synergy scores: CSS=15.3, Synergy_ZIP=-7.50, Synergy_Bliss=-1.42, Synergy_Loewe=-6.00, Synergy_HSA=-1.94.